Dataset: Reaction yield outcomes from USPTO patents with 853,638 reactions. Task: Predict the reaction yield, written as a fraction of the theoretical maximum amount of product (1.0 means a 100% yield; for example, 0.34 means a 34% yield). (1) The reactants are C([N:8]1[CH:13]2[CH2:14][CH2:15][CH:9]1[CH2:10][N:11]([C:16]([O:18][C:19]([CH3:22])([CH3:21])[CH3:20])=[O:17])[CH2:12]2)C1C=CC=CC=1. The catalyst is [OH-].[OH-].[Pd+2].CO. The product is [NH4+:8].[OH-:17].[CH:9]12[NH:8][CH:13]([CH2:14][CH2:15]1)[CH2:12][N:11]([C:16]([O:18][C:19]([CH3:22])([CH3:21])[CH3:20])=[O:17])[CH2:10]2. The yield is 0.0100. (2) The product is [CH3:8][N:6]1[CH:7]=[C:2]([B:27]2[O:31][C:30]([CH3:33])([CH3:32])[C:29]([CH3:35])([CH3:34])[O:28]2)[CH:3]=[C:4]([NH:10][C:11]2[CH:16]=[CH:15][C:14]([N:17]3[CH2:22][CH2:21][N:20]([CH:23]4[CH2:26][O:25][CH2:24]4)[CH2:19][CH2:18]3)=[CH:13][N:12]=2)[C:5]1=[O:9]. The yield is 0.940. The reactants are Br[C:2]1[CH:3]=[C:4]([NH:10][C:11]2[CH:16]=[CH:15][C:14]([N:17]3[CH2:22][CH2:21][N:20]([CH:23]4[CH2:26][O:25][CH2:24]4)[CH2:19][CH2:18]3)=[CH:13][N:12]=2)[C:5](=[O:9])[N:6]([CH3:8])[CH:7]=1.[B:27]1([B:27]2[O:31][C:30]([CH3:33])([CH3:32])[C:29]([CH3:35])([CH3:34])[O:28]2)[O:31][C:30]([CH3:33])([CH3:32])[C:29]([CH3:35])([CH3:34])[O:28]1.CC(C1C=C(C(C)C)C(C2C=CC=CC=2P(C2CCCCC2)C2CCCCC2)=C(C(C)C)C=1)C.C(O[K])(C)=O. The catalyst is C1C=CC(/C=C/C(/C=C/C2C=CC=CC=2)=O)=CC=1.C1C=CC(/C=C/C(/C=C/C2C=CC=CC=2)=O)=CC=1.C1C=CC(/C=C/C(/C=C/C2C=CC=CC=2)=O)=CC=1.[Pd].[Pd].O1CCOCC1. (3) The reactants are Cl[C:2]1[C:3]2[N:11]=[C:10]([C:12]3[CH:17]=[CH:16][C:15]([O:18][CH3:19])=[C:14]([O:20][CH3:21])[CH:13]=3)[CH:9]=[CH:8][C:4]=2[N:5]=[CH:6][N:7]=1.[O:22]([CH2:29][CH2:30]N1CCNCC1)[C:23]1[CH:28]=[CH:27][CH:26]=[CH:25][CH:24]=1.[CH:37](O)([CH3:39])C. No catalyst specified. The product is [O:22]([CH2:29][CH2:30][CH:39]1[CH2:37][NH:11][CH2:3][CH2:4][N:5]1[C:2]1[C:3]2[N:11]=[C:10]([C:12]3[CH:17]=[CH:16][C:15]([O:18][CH3:19])=[C:14]([O:20][CH3:21])[CH:13]=3)[CH:9]=[CH:8][C:4]=2[N:5]=[CH:6][N:7]=1)[C:23]1[CH:24]=[CH:25][CH:26]=[CH:27][CH:28]=1. The yield is 0.840. (4) The reactants are [OH:1][C@@H:2]1[CH2:7][N:6]([C:8]([O:10][CH3:11])=[O:9])[C@H:5]([C:12]([N:14]2[CH2:19][CH2:18][N:17]([C:20]3[CH:25]=[CH:24][CH:23]=[CH:22][CH:21]=3)[CH2:16][CH2:15]2)=[O:13])[C@@H:4]([C:26](OC)=[O:27])[CH2:3]1.O[C@@H:31]1[CH2:36][NH:35][C@H:34]([C:37]([OH:39])=O)[C@@H:33](C(OC)=O)[CH2:32]1.C1(N2CCNCC2)C=CC=CC=1.F[P-](F)(F)(F)(F)F.[N:63]1([O:72][P+](N(C)C)(N(C)C)N(C)C)C2C=CC=CC=2N=N1.CN(C)C=[O:86].C(N(CC)C(C)C)(C)C.C(Cl)Cl.ClC(OC)=O. The catalyst is CN(C1C=CN=CC=1)C. The product is [OH:72][NH:63][C:26]([C@H:4]1[CH2:3][C@H:2]([O:1][C:36]([N:35]2[CH2:31][CH2:32][CH2:33][C@H:34]2[CH2:37][OH:39])=[O:86])[CH2:7][N:6]([C:8]([O:10][CH3:11])=[O:9])[C@@H:5]1[C:12]([N:14]1[CH2:15][CH2:16][N:17]([C:20]2[CH:21]=[CH:22][CH:23]=[CH:24][CH:25]=2)[CH2:18][CH2:19]1)=[O:13])=[O:27]. The yield is 0.857. (5) The reactants are C(O[C@H:5]1[O:22][C@H:21]([CH2:23][O:24][C:25](=[O:27])[CH3:26])[C@@H:16]([O:17][C:18](=[O:20])[CH3:19])[C@H:11]([O:12][C:13](=[O:15])[CH3:14])[C@H:6]1[O:7][C:8](=[O:10])[CH3:9])(=O)C.C[Si]([N:32]=[N+:33]=[N-:34])(C)C.[Sn](Cl)(Cl)(Cl)Cl. The catalyst is C(Cl)Cl. The product is [C:8]([O:7][C@@H:6]1[C@@H:11]([O:12][C:13](=[O:15])[CH3:14])[C@H:16]([O:17][C:18](=[O:20])[CH3:19])[C@@H:21]([CH2:23][O:24][C:25](=[O:27])[CH3:26])[O:22][C@@H:5]1[N:32]=[N+:33]=[N-:34])(=[O:10])[CH3:9]. The yield is 0.820. (6) The reactants are Cl[CH2:2][C:3]1[N:4]=[C:5]([C:9]2[CH:14]=[CH:13][CH:12]=[C:11]([O:15][S:16]([CH3:19])(=[O:18])=[O:17])[CH:10]=2)[O:6][C:7]=1[CH3:8].[OH:20][C:21]1[CH:47]=[CH:46][C:24]([C:25]([C:27]2[CH:43]=[CH:42][C:41]([O:44][CH3:45])=[CH:40][C:28]=2[O:29][C:30]([CH3:39])([CH3:38])[C:31]([O:33]C(C)(C)C)=[O:32])=[O:26])=[CH:23][CH:22]=1.C(=O)([O-])[O-].[K+].[K+].CN(C)C=O. The catalyst is O. The product is [CH3:45][O:44][C:41]1[CH:42]=[CH:43][C:27]([C:25](=[O:26])[C:24]2[CH:23]=[CH:22][C:21]([O:20][CH2:2][C:3]3[N:4]=[C:5]([C:9]4[CH:14]=[CH:13][CH:12]=[C:11]([O:15][S:16]([CH3:19])(=[O:18])=[O:17])[CH:10]=4)[O:6][C:7]=3[CH3:8])=[CH:47][CH:46]=2)=[C:28]([CH:40]=1)[O:29][C:30]([CH3:39])([CH3:38])[C:31]([OH:33])=[O:32]. The yield is 0.390.